From a dataset of Experimentally validated miRNA-target interactions with 360,000+ pairs, plus equal number of negative samples. Binary Classification. Given a miRNA mature sequence and a target amino acid sequence, predict their likelihood of interaction. (1) The miRNA is hsa-miR-138-2-3p with sequence GCUAUUUCACGACACCAGGGUU. The protein sequence of the target gene is MEGASFGAGRAGAAFDPVSFARRPQTLLRVVSWVFSIAVFGPIVNEGYVNSDSGPELRCVFNGNAGACRFGVVLGLGAFIACVAFLLLDVRFQQISSVRDRRRAVLLDLGFSGVWSFLWFVGFCFLTNQWQRTTPGPGTAQAGDAARAAIAFSFFSILSWVALTVKALQRFRLGTDMSLFATDQLGTGAAQAYPGYPVGSGVEGTETYQSPPFTETLDTSSKGYQVPAY. Result: 0 (no interaction). (2) The miRNA is hsa-miR-4309 with sequence CUGGAGUCUAGGAUUCCA. The protein sequence of the target gene is MASQQDSGFFEISIKYLLKSWSNASPVGNGYIKPPVPPASGTHREKGPPAMLPINVDPDSKPGEYVLKSLFVNFTTQAERKIRIIMAEPLEKPLTKSLQRGEDPQFDQVISSMSSLSEYCLPSILRTLFDWYKRQNGIEDESHEYRPRTSNKSKSDEQQRDYLMERRDLAIDFIFSLVLIEVLKQIPLHPVIDSLIHDIINLAFKHFKYKEGYLGPNTGNMHIVADLYAEVIGVLAQAKFPAVKKKFMAELKELRHKEQSPYVVQSIISLIMGMKFFRIKMYPVEDFEASLQFMQECAHY.... Result: 0 (no interaction).